From a dataset of Retrosynthesis with 50K atom-mapped reactions and 10 reaction types from USPTO. Predict the reactants needed to synthesize the given product. (1) Given the product CCN(CC)C(=O)[C@H](C)OC(=O)/C=C/C(=O)OC, predict the reactants needed to synthesize it. The reactants are: CCN(CC)C(=O)[C@H](C)O.COC(=O)/C=C/C(=O)O. (2) Given the product CCCCC(C)C(=O)OCC1CC1, predict the reactants needed to synthesize it. The reactants are: CCCCC(C)C(=O)O.OCC1CC1. (3) Given the product CS(=O)(=O)O, predict the reactants needed to synthesize it. The reactants are: Cc1oc(-c2ccccc2)nc1CC[NH3+].N#C[C@@H]1CCCN1C(=O)CCl.